This data is from Forward reaction prediction with 1.9M reactions from USPTO patents (1976-2016). The task is: Predict the product of the given reaction. (1) The product is: [C:32]1([CH3:35])[CH:31]=[CH:30][C:29]([S:26]([OH:27])(=[O:28])=[O:47])=[CH:34][CH:33]=1.[CH3:1][C:2]1[C:6]([C:7]2[CH:12]=[CH:11][CH:10]=[CH:9][CH:8]=2)=[C:5]([CH3:13])[N:4]([C:14]2[CH:19]=[CH:18][C:17]([CH2:20][CH2:21][NH:22][C:23]([NH:25][S:26]([C:29]3[CH:34]=[CH:33][CH:32]=[CH:31][CH:30]=3)(=[O:27])=[O:28])=[O:24])=[CH:16][CH:15]=2)[N:3]=1. Given the reactants [CH3:1][C:2]1[C:6]([C:7]2[CH:12]=[CH:11][CH:10]=[CH:9][CH:8]=2)=[C:5]([CH3:13])[N:4]([C:14]2[CH:19]=[CH:18][C:17]([CH2:20][CH2:21][NH:22][C:23]([NH:25][S:26]([C:29]3[CH:34]=[CH:33][C:32]([CH3:35])=[CH:31][CH:30]=3)(=[O:28])=[O:27])=[O:24])=[CH:16][CH:15]=2)[N:3]=1.ClCCl.C(N(CC)CC)C.C(Cl)(=O)[O:47]C1C=CC=CC=1, predict the reaction product. (2) Given the reactants C(O[C:4](=[O:26])[C:5]([C:8]1[CH:13]=[CH:12][CH:11]=[C:10]([O:14][CH2:15][CH2:16][N:17]([C:19]([O:21][C:22]([CH3:25])([CH3:24])[CH3:23])=[O:20])[CH3:18])[CH:9]=1)([F:7])[F:6])C.Cl.[NH2:28][CH2:29][C:30]1[CH:31]=[C:32]2[C:36](=[CH:37][CH:38]=1)[C:35](=[O:39])[N:34]([CH:40]1[CH2:45][CH2:44][C:43](=[O:46])[NH:42][C:41]1=[O:47])[CH2:33]2.C(N(C(C)C)CC)(C)C.F[P-](F)(F)(F)(F)F.CN(C(N(C)C)=[N+]1C2C(=NC=CC=2)[N+]([O-])=N1)C, predict the reaction product. The product is: [O:47]=[C:41]1[CH:40]([N:34]2[CH2:33][C:32]3[C:36](=[CH:37][CH:38]=[C:30]([CH2:29][NH:28][C:4](=[O:26])[C:5]([C:8]4[CH:9]=[C:10]([CH:11]=[CH:12][CH:13]=4)[O:14][CH2:15][CH2:16][N:17]([CH3:18])[C:19](=[O:20])[O:21][C:22]([CH3:23])([CH3:24])[CH3:25])([F:6])[F:7])[CH:31]=3)[C:35]2=[O:39])[CH2:45][CH2:44][C:43](=[O:46])[NH:42]1. (3) Given the reactants CO[C:3](=[O:17])[C:4]1[CH:9]=[CH:8][C:7]([O:10][CH:11]2[CH2:16][CH2:15][CH2:14][CH2:13][O:12]2)=[CH:6][CH:5]=1.[H-].[Na+].[CH3:20][C:21]#[N:22], predict the reaction product. The product is: [O:17]=[C:3]([C:4]1[CH:5]=[CH:6][C:7]([O:10][CH:11]2[CH2:16][CH2:15][CH2:14][CH2:13][O:12]2)=[CH:8][CH:9]=1)[CH2:20][C:21]#[N:22]. (4) Given the reactants [Cl:1][C:2]1[CH:10]=[CH:9][C:5]([C:6]([OH:8])=[O:7])=[CH:4][C:3]=1[S:11]([Cl:14])(=[O:13])=[O:12].[Cl-].[CH3:16]O, predict the reaction product. The product is: [Cl:1][C:2]1[CH:10]=[CH:9][C:5]([C:6]([O:8][CH3:16])=[O:7])=[CH:4][C:3]=1[S:11]([Cl:14])(=[O:12])=[O:13]. (5) Given the reactants [Cl:1][C:2]1[CH:7]=[CH:6][C:5]([O:8][C:9]2[C:14]([F:15])=[CH:13][C:12]([CH2:16][CH2:17][OH:18])=[CH:11][C:10]=2[F:19])=[CH:4][C:3]=1[C:20]([F:23])([F:22])[F:21].[N:24]#[C:25][NH2:26].[F:27][C:28]([F:34])([F:33])[S:29]([OH:32])(=[O:31])=[O:30], predict the reaction product. The product is: [OH:32][S:29]([C:28]([F:34])([F:33])[F:27])(=[O:31])=[O:30].[C:25](=[NH:24])([O:18][CH2:17][CH2:16][C:12]1[CH:13]=[C:14]([F:15])[C:9]([O:8][C:5]2[CH:6]=[CH:7][C:2]([Cl:1])=[C:3]([C:20]([F:23])([F:22])[F:21])[CH:4]=2)=[C:10]([F:19])[CH:11]=1)[NH2:26]. (6) Given the reactants [CH3:1][C:2]1[CH:3]=[C:4]([CH:23]=[C:24]([CH3:27])[C:25]=1[OH:26])[C:5]([NH:7][CH2:8][C:9]1[CH:14]=[CH:13][CH:12]=[C:11]([O:15][Si:16]([C:19]([CH3:22])([CH3:21])[CH3:20])([CH3:18])[CH3:17])[CH:10]=1)=[O:6].C(N(CC)CC)C.[F:35][C:36]([F:49])([F:48])[S:37](O[S:37]([C:36]([F:49])([F:48])[F:35])(=[O:39])=[O:38])(=[O:39])=[O:38], predict the reaction product. The product is: [F:35][C:36]([F:49])([F:48])[S:37]([O:26][C:25]1[C:2]([CH3:1])=[CH:3][C:4]([C:5]([NH:7][CH2:8][C:9]2[CH:14]=[CH:13][CH:12]=[C:11]([O:15][Si:16]([C:19]([CH3:22])([CH3:21])[CH3:20])([CH3:18])[CH3:17])[CH:10]=2)=[O:6])=[CH:23][C:24]=1[CH3:27])(=[O:39])=[O:38]. (7) Given the reactants [CH2:1]([O:3][C:4]1[CH:5]=[CH:6][C:7]([C:10]([OH:12])=O)=[N:8][CH:9]=1)[CH3:2].C1N=CN(C(N2C=NC=C2)=O)C=1.Cl.[NH2:26][CH2:27][C:28]1[CH:29]=[C:30]2[C:34](=[CH:35][CH:36]=1)[C:33](=[O:37])[N:32]([C:38]1([CH3:46])[CH2:43][CH2:42][C:41](=[O:44])[NH:40][C:39]1=[O:45])[C:31]2=[O:47].O, predict the reaction product. The product is: [CH3:46][C:38]1([N:32]2[C:31](=[O:47])[C:30]3[C:34](=[CH:35][CH:36]=[C:28]([CH2:27][NH:26][C:10]([C:7]4[CH:6]=[CH:5][C:4]([O:3][CH2:1][CH3:2])=[CH:9][N:8]=4)=[O:12])[CH:29]=3)[C:33]2=[O:37])[CH2:43][CH2:42][C:41](=[O:44])[NH:40][C:39]1=[O:45]. (8) Given the reactants C(O[C:6](=O)[N:7]([CH2:9][CH:10]([C:30]1[CH:35]=[CH:34][C:33]([Cl:36])=[C:32]([Cl:37])[CH:31]=1)[CH2:11][CH2:12][N:13]1[CH2:18][CH2:17][C:16]([C:25](=[O:29])[N:26]([CH3:28])[CH3:27])([N:19]2[CH2:24][CH2:23][CH2:22][CH2:21][CH2:20]2)[CH2:15][CH2:14]1)C)(C)(C)C.Cl.C(O)(C)C, predict the reaction product. The product is: [Cl:37][C:32]1[CH:31]=[C:30]([C@@H:10]([CH2:9][NH:7][CH3:6])[CH2:11][CH2:12][N:13]2[CH2:14][CH2:15][C:16]([C:25]([N:26]([CH3:28])[CH3:27])=[O:29])([N:19]3[CH2:20][CH2:21][CH2:22][CH2:23][CH2:24]3)[CH2:17][CH2:18]2)[CH:35]=[CH:34][C:33]=1[Cl:36]. (9) Given the reactants [C:1]1([C:7]#[CH:8])[CH:6]=[CH:5][CH:4]=[CH:3][CH:2]=1.[F:9][C:10]([F:22])([F:21])[C:11]1[CH:12]=[C:13]([CH:18]=[CH:19][CH:20]=1)[CH2:14][N:15]=[N+:16]=[N-:17].O=C1O[C@H]([C@H](CO)O)C([O-])=C1O.[Na+], predict the reaction product. The product is: [C:1]1([C:7]2[N:17]=[N:16][N:15]([CH2:14][C:13]3[CH:18]=[CH:19][CH:20]=[C:11]([C:10]([F:9])([F:22])[F:21])[CH:12]=3)[CH:8]=2)[CH:6]=[CH:5][CH:4]=[CH:3][CH:2]=1. (10) Given the reactants CC(C)([O-])C.[Na+].[CH:7]1([C@@H:10]2[CH2:15][NH:14][CH2:13][CH2:12][NH:11]2)[CH2:9][CH2:8]1.Br[C:17]1[CH:22]=[CH:21][C:20]([C:23]([OH:32])([C:28]([F:31])([F:30])[F:29])[C:24]([F:27])([F:26])[F:25])=[CH:19][CH:18]=1.C1(P(C2CCCCC2)C2C=CC=CC=2C2C(OC(C)C)=CC=CC=2OC(C)C)CCCCC1, predict the reaction product. The product is: [CH:7]1([C@H:10]2[NH:11][CH2:12][CH2:13][N:14]([C:17]3[CH:22]=[CH:21][C:20]([C:23]([OH:32])([C:28]([F:29])([F:31])[F:30])[C:24]([F:27])([F:25])[F:26])=[CH:19][CH:18]=3)[CH2:15]2)[CH2:9][CH2:8]1.